This data is from Forward reaction prediction with 1.9M reactions from USPTO patents (1976-2016). The task is: Predict the product of the given reaction. (1) Given the reactants O[CH2:2][C:3]1[CH:34]=[CH:33][C:6]([CH2:7][N:8]2[C:16]3[C:15](=[O:17])[N:14]([CH3:18])[C:13](=[O:19])[N:12]([CH3:20])[C:11]=3[N:10]=[C:9]2[O:21][C:22]2[CH:27]=[CH:26][CH:25]=[C:24]([O:28][C:29]([F:32])([F:31])[F:30])[CH:23]=2)=[CH:5][CH:4]=1.S(Cl)([Cl:37])=O, predict the reaction product. The product is: [Cl:37][CH2:2][C:3]1[CH:34]=[CH:33][C:6]([CH2:7][N:8]2[C:16]3[C:15](=[O:17])[N:14]([CH3:18])[C:13](=[O:19])[N:12]([CH3:20])[C:11]=3[N:10]=[C:9]2[O:21][C:22]2[CH:27]=[CH:26][CH:25]=[C:24]([O:28][C:29]([F:32])([F:31])[F:30])[CH:23]=2)=[CH:5][CH:4]=1. (2) Given the reactants C(O)(C(F)(F)F)=O.[F:8][C:9]([F:45])([F:44])[C:10]1[CH:11]=[C:12]([NH:20][NH:21][C:22](=[O:43])[CH:23]([N:30]2[CH2:35][CH2:34][N:33](C(OC(C)(C)C)=O)[CH2:32][CH2:31]2)[C:24]2[CH:25]=[N:26][CH:27]=[N:28][CH:29]=2)[CH:13]=[C:14]([C:16]([F:19])([F:18])[F:17])[CH:15]=1, predict the reaction product. The product is: [F:19][C:16]([F:17])([F:18])[C:14]1[CH:13]=[C:12]([NH:20][NH:21][C:22](=[O:43])[CH:23]([N:30]2[CH2:35][CH2:34][NH:33][CH2:32][CH2:31]2)[C:24]2[CH:25]=[N:26][CH:27]=[N:28][CH:29]=2)[CH:11]=[C:10]([C:9]([F:8])([F:44])[F:45])[CH:15]=1. (3) Given the reactants [C:1]([C:5]1[CH:6]=[C:7]([CH:9]=[CH:10][CH:11]=1)[NH2:8])([CH3:4])([CH3:3])[CH3:2].[C:12]([C:16]1[CH:31]=[CH:30][CH:29]=[CH:28][C:17]=1[O:18][C:19]1[C:24]([N:25]=[C:26]=[S:27])=[CH:23][CH:22]=[CH:21][N:20]=1)([CH3:15])([CH3:14])[CH3:13], predict the reaction product. The product is: [C:12]([C:16]1[CH:31]=[CH:30][CH:29]=[CH:28][C:17]=1[O:18][C:19]1[C:24]([NH:25][C:26]([NH:8][C:7]2[CH:9]=[CH:10][CH:11]=[C:5]([C:1]([CH3:4])([CH3:2])[CH3:3])[CH:6]=2)=[S:27])=[CH:23][CH:22]=[CH:21][N:20]=1)([CH3:15])([CH3:13])[CH3:14]. (4) Given the reactants C([Mg]Cl)(C)C.Cl[CH2:7][CH2:8][CH2:9][OH:10].[Mg].[N:12]1[CH:17]=[CH:16][CH:15]=[CH:14][C:13]=1[CH:18]=[O:19], predict the reaction product. The product is: [N:12]1[CH:17]=[CH:16][CH:15]=[CH:14][C:13]=1[CH:18]([OH:19])[CH2:7][CH2:8][CH2:9][OH:10]. (5) Given the reactants [C:1]([O:5][C:6]([NH:8][C@@H:9]1[CH2:12][C@H:11]([C:13]([OH:15])=[O:14])[C:10]1([CH3:17])[CH3:16])=[O:7])([CH3:4])([CH3:3])[CH3:2].C([O-])([O-])=O.[Cs+].[Cs+].[CH:24]1[CH:29]=[CH:28][C:27]([CH2:30]Br)=[CH:26][CH:25]=1, predict the reaction product. The product is: [C:1]([O:5][C:6]([NH:8][C@@H:9]1[CH2:12][C@H:11]([C:13]([O:15][CH2:30][C:27]2[CH:28]=[CH:29][CH:24]=[CH:25][CH:26]=2)=[O:14])[C:10]1([CH3:17])[CH3:16])=[O:7])([CH3:4])([CH3:2])[CH3:3].